This data is from Full USPTO retrosynthesis dataset with 1.9M reactions from patents (1976-2016). The task is: Predict the reactants needed to synthesize the given product. (1) Given the product [Cl:1][CH2:2][CH2:3][CH2:4][NH:5][C:6]([NH:14][C:10]1[CH:9]=[N:8][CH:13]=[CH:12][CH:11]=1)=[O:7], predict the reactants needed to synthesize it. The reactants are: [Cl:1][CH2:2][CH2:3][CH2:4][N:5]=[C:6]=[O:7].[N:8]1[CH:13]=[CH:12][CH:11]=[C:10]([NH2:14])[CH:9]=1.C(OCC)(=O)C. (2) Given the product [Cl:8][C:7]1[C:6]([NH:22][CH2:21][C:18]2([CH2:17][O:10][C:11]3[CH:16]=[CH:15][CH:14]=[CH:13][CH:12]=3)[CH2:20][CH2:19]2)=[CH:5][N:4]=[N:3][C:2]=1[NH:29][NH2:30], predict the reactants needed to synthesize it. The reactants are: Cl[C:2]1[N:3]=[N:4][CH:5]=[C:6](Cl)[C:7]=1[Cl:8].[O:10]([CH2:17][C:18]1([CH2:21][NH2:22])[CH2:20][CH2:19]1)[C:11]1[CH:16]=[CH:15][CH:14]=[CH:13][CH:12]=1.C(=O)([O-])[O-].[K+].[K+].[NH2:29][NH2:30]. (3) Given the product [CH3:1][O:2][C:3]([C:5]1[CH:14]=[C:13]([C:20]2[CH:25]=[CH:24][CH:23]=[CH:22][CH:21]=2)[C:12]2[C:7](=[C:8]([O:16][CH3:17])[CH:9]=[CH:10][CH:11]=2)[N:6]=1)=[O:4], predict the reactants needed to synthesize it. The reactants are: [CH3:1][O:2][C:3]([C:5]1[CH:14]=[C:13](Cl)[C:12]2[C:7](=[C:8]([O:16][CH3:17])[CH:9]=[CH:10][CH:11]=2)[N:6]=1)=[O:4].CO[C:20]1[CH:25]=[CH:24][C:23](B(O)O)=[CH:22][CH:21]=1.C1(B(O)O)C=CC=CC=1. (4) Given the product [Cl:15][CH2:16][C:17]1[N:19]=[C:3]([OH:4])[C:5]2[CH2:10][C:9]([CH3:12])([CH3:11])[CH2:8][CH2:7][C:6]=2[N:18]=1, predict the reactants needed to synthesize it. The reactants are: CO[C:3]([CH:5]1[CH2:10][C:9]([CH3:12])([CH3:11])[CH2:8][CH2:7][C:6]1=O)=[O:4].Cl.[Cl:15][CH2:16][C:17](=[NH:19])[NH2:18].C[O-].[Na+]. (5) Given the product [CH:30]1[CH:29]=[N:28][C:27]2[C:17]([C:18]3[CH:19]=[CH:20][C:21]([Cl:32])=[CH:22][C:23]=3[CH2:24][CH2:25][C:26]=2[CH:31]=1)=[C:16]1[CH2:33][CH2:34][NH:13][CH2:14][CH2:15]1, predict the reactants needed to synthesize it. The reactants are: CC.[OH-].[Na+].O.[OH-].[Li+].CCOC([N:13]1[CH2:34][CH2:33][C:16](=[C:17]2[C:27]3[N:28]=[CH:29][CH:30]=[CH:31][C:26]=3[CH2:25][CH2:24][C:23]3[CH:22]=[C:21]([Cl:32])[CH:20]=[CH:19][C:18]2=3)[CH2:15][CH2:14]1)=O. (6) Given the product [NH2:1][C:2]1[N:7]=[C:6]([NH2:8])[C:5]([Br:9])=[CH:4][N:3]=1, predict the reactants needed to synthesize it. The reactants are: [NH2:1][C:2]1[N:7]=[C:6]([NH2:8])[CH:5]=[CH:4][N:3]=1.[Br-:9].[Br-].[Br-].[NH+]1C=CC=CC=1.[NH+]1C=CC=CC=1.[NH+]1C=CC=CC=1. (7) Given the product [C:14]([C:7]1[C:6]([OH:16])=[C:5]([OH:4])[CH:10]=[C:9]([C:11]#[N:12])[C:8]=1[C:28]1[CH:27]=[CH:26][C:25]([S:22]([N:21]([CH3:34])[CH3:20])(=[O:23])=[O:24])=[CH:30][CH:29]=1)#[N:15], predict the reactants needed to synthesize it. The reactants are: C([O:4][C:5]1[CH:10]=[C:9]([C:11]#[N:12])[C:8](Br)=[C:7]([C:14]#[N:15])[C:6]=1[O:16]C(=O)C)(=O)C.[CH3:20][N:21]([CH3:34])[S:22]([C:25]1[CH:30]=[CH:29][C:28](B(O)O)=[CH:27][CH:26]=1)(=[O:24])=[O:23].